This data is from Reaction yield outcomes from USPTO patents with 853,638 reactions. The task is: Predict the reaction yield, written as a fraction of the theoretical maximum amount of product (1.0 means a 100% yield; for example, 0.34 means a 34% yield). (1) The reactants are [OH:1][CH2:2][C@@H:3]1[CH2:7][N:6]([C:8]([O:10][C:11]([CH3:14])([CH3:13])[CH3:12])=[O:9])[C@H:5]([C:15]([O:17][CH3:18])=[O:16])[CH2:4]1.[C:19](C1C=CC=C(C(C)(C)C)N=1)(C)(C)C.CI. The catalyst is C(Cl)Cl.C(S([O-])(=O)=O)(F)(F)F.[Ag+]. The product is [CH3:19][O:1][CH2:2][C@@H:3]1[CH2:7][N:6]([C:8]([O:10][C:11]([CH3:13])([CH3:14])[CH3:12])=[O:9])[C@H:5]([C:15]([O:17][CH3:18])=[O:16])[CH2:4]1. The yield is 0.780. (2) The reactants are [Cl:1][C:2]1[N:3]=[C:4]2[C:9](=[CH:10][CH:11]=1)[N:8]=[CH:7][C:6]([S:12]([CH3:15])(=[O:14])=[O:13])=[C:5]2[NH:16][C@H:17]1[CH2:22][CH2:21][C@H:20]([CH2:23][N:24]([CH3:26])[CH3:25])[CH2:19][CH2:18]1.[Cl:27][C:28]1[CH:33]=[C:32](B2OC(C)(C)C(C)(C)O2)[CH:31]=[C:30]([Cl:43])[C:29]=1[OH:44].C1(N)C(F)=C(F)C(F)=C(N)C=1F.Cl.Cl. No catalyst specified. The product is [ClH:1].[ClH:27].[Cl:27][C:28]1[CH:33]=[C:32]([C:2]2[CH:11]=[CH:10][C:9]3[C:4](=[C:5]([NH:16][C@H:17]4[CH2:18][CH2:19][C@H:20]([CH2:23][N:24]([CH3:26])[CH3:25])[CH2:21][CH2:22]4)[C:6]([S:12]([CH3:15])(=[O:14])=[O:13])=[CH:7][N:8]=3)[N:3]=2)[CH:31]=[C:30]([Cl:43])[C:29]=1[OH:44]. The yield is 0.510. (3) The reactants are [NH2:1][C:2]1[C:11]([CH3:12])=[CH:10][C:9](Br)=[CH:8][C:3]=1[C:4]([NH:6][CH3:7])=[O:5].[C-:14]#[N:15].[K+].C1(C)C=CC=CC=1. The catalyst is O=O. The product is [NH2:1][C:2]1[C:11]([CH3:12])=[CH:10][C:9]([C:14]#[N:15])=[CH:8][C:3]=1[C:4]([NH:6][CH3:7])=[O:5]. The yield is 0.818. (4) The reactants are Br[C:2]1[CH:10]=[CH:9][C:5]([N:6]([CH3:8])[CH3:7])=[CH:4][CH:3]=1.C(=O)([O-])[O-].[Cs+].[Cs+].C1(P(C2C=CC=CC=2)C2C3OC4C(=CC=CC=4P(C4C=CC=CC=4)C4C=CC=CC=4)C(C)(C)C=3C=CC=2)C=CC=CC=1.[C:59]([C:61]1[CH:66]=[CH:65][C:64]([CH2:67][C:68]([NH:70][NH:71][C:72]([O:74][C:75]([CH3:78])([CH3:77])[CH3:76])=[O:73])=[O:69])=[CH:63][CH:62]=1)#[CH:60]. The catalyst is C(#N)C.Cl[Pd](Cl)([P](C1C=CC=CC=1)(C1C=CC=CC=1)C1C=CC=CC=1)[P](C1C=CC=CC=1)(C1C=CC=CC=1)C1C=CC=CC=1. The product is [CH3:7][N:6]([CH3:8])[C:5]1[CH:9]=[CH:10][C:2]([C:60]#[C:59][C:61]2[CH:62]=[CH:63][C:64]([CH2:67][C:68]([NH:70][NH:71][C:72]([O:74][C:75]([CH3:78])([CH3:77])[CH3:76])=[O:73])=[O:69])=[CH:65][CH:66]=2)=[CH:3][CH:4]=1. The yield is 0.380. (5) The yield is 0.850. The product is [I:1][C:2]1[CH:7]=[C:6]([C:8]([F:10])([F:11])[F:9])[CH:5]=[C:4]([O:12][CH2:14][CH2:15][O:16][CH3:17])[CH:3]=1. The catalyst is CN(C)C=O.O. The reactants are [I:1][C:2]1[CH:3]=[C:4]([OH:12])[CH:5]=[C:6]([C:8]([F:11])([F:10])[F:9])[CH:7]=1.Br[CH2:14][CH2:15][O:16][CH3:17].C(=O)([O-])[O-].[K+].[K+]. (6) The product is [O:25]1[C:30]2[CH:31]=[CH:32][CH:33]=[CH:34][C:29]=2[O:28][CH2:27][CH:26]1[CH2:35][NH:36][C:15]([NH:14][C:9]1[CH:10]=[CH:11][CH:12]=[C:13]2[C:8]=1[CH:7]=[N:6][NH:5]2)=[O:17]. The catalyst is CN(C)C=O.O.CO. The yield is 0.920. The reactants are COC([N:5]1[C:13]2[C:8](=[C:9]([NH:14][C:15]([O:17]N3C(=O)CCC3=O)=O)[CH:10]=[CH:11][CH:12]=2)[CH:7]=[N:6]1)=O.[O:25]1[C:30]2[CH:31]=[CH:32][CH:33]=[CH:34][C:29]=2[O:28][CH2:27][CH:26]1[CH2:35][NH2:36].C(N(C(C)C)CC)(C)C.C(N(CC)CC)C. (7) The reactants are [CH3:1][C@@H:2]1[CH2:7][NH:6][CH2:5][CH2:4][NH:3]1.Br[C:9]1[CH:14]=[CH:13][C:12]([O:15][CH3:16])=[C:11]([O:17][CH3:18])[CH:10]=1.CC(C)([O-])C.[Na+].C1C=CC(P(C2C=CC3C(=CC=CC=3)C=2C2C3C(=CC=CC=3)C=CC=2P(C2C=CC=CC=2)C2C=CC=CC=2)C2C=CC=CC=2)=CC=1.C. The catalyst is C1(C)C=CC=CC=1.CCOCC.C([O-])(=O)C.[Pd+2].C([O-])(=O)C.C(Cl)Cl.CCOCC. The product is [CH3:16][O:15][C:12]1[CH:13]=[C:14]([N:6]2[CH2:5][CH2:4][NH:3][C@H:2]([CH3:1])[CH2:7]2)[CH:9]=[CH:10][C:11]=1[O:17][CH3:18]. The yield is 0.280. (8) The reactants are [F:1][C:2]1[CH:7]=[CH:6][CH:5]=[CH:4][C:3]=1[C:8]1[CH:13]=[CH:12][N:11]=[C:10]([N:14]2[CH2:19][CH2:18][N:17](C(OC(C)(C)C)=O)[CH2:16][CH2:15]2)[N:9]=1.C(OCC)(=O)C.[ClH:33]. The catalyst is C(OCC)(=O)C.CO. The product is [ClH:33].[ClH:33].[F:1][C:2]1[CH:7]=[CH:6][CH:5]=[CH:4][C:3]=1[C:8]1[CH:13]=[CH:12][N:11]=[C:10]([N:14]2[CH2:15][CH2:16][NH:17][CH2:18][CH2:19]2)[N:9]=1. The yield is 0.950. (9) The yield is 0.560. The product is [C:1]([C:4]1[C:22](=[O:23])[C@@:8]2([CH3:24])[C:9]3[C:15]([OH:16])=[CH:14][C:13]([O:17][CH3:18])=[C:12]([C:19]([NH:21][CH2:26][C:27]4[CH:32]=[CH:31][C:30]([O:33][CH3:34])=[CH:29][CH:28]=4)=[O:20])[C:10]=3[O:11][C:7]2=[CH:6][C:5]=1[OH:25])(=[O:3])[CH3:2]. The catalyst is C1(C)C=CC=CC=1. The reactants are [C:1]([C:4]1[C:22](=[O:23])[C@@:8]2([CH3:24])[C:9]3[C:15]([OH:16])=[CH:14][C:13]([O:17][CH3:18])=[C:12]([C:19]([NH2:21])=[O:20])[C:10]=3[O:11][C:7]2=[CH:6][C:5]=1[OH:25])(=[O:3])[CH3:2].[CH:26](=O)[C:27]1[CH:32]=[CH:31][C:30]([O:33][CH3:34])=[CH:29][CH:28]=1.C([SiH](CC)CC)C.FC(F)(F)C(O)=O. (10) The reactants are [Si:1]([O:8][C:9]1[CH:26]=[CH:25][C:24]2[C@@H:23]3[C@:14]([CH:35]=[CH2:36])([C@H:15]4[C@@:19]([CH2:21][CH2:22]3)([CH3:20])[C@@H:18]([O:27][Si](C(C)(C)C)(C)C)[CH2:17][CH2:16]4)[CH2:13][CH2:12][C:11]=2[CH:10]=1)([C:4]([CH3:7])([CH3:6])[CH3:5])([CH3:3])[CH3:2].Cl.O.C(OCC)(=O)C. The catalyst is CC(C)=O. The product is [Si:1]([O:8][C:9]1[CH:26]=[CH:25][C:24]2[C@@H:23]3[C@:14]([CH:35]=[CH2:36])([C@H:15]4[C@@:19]([CH2:21][CH2:22]3)([CH3:20])[C@@H:18]([OH:27])[CH2:17][CH2:16]4)[CH2:13][CH2:12][C:11]=2[CH:10]=1)([C:4]([CH3:7])([CH3:6])[CH3:5])([CH3:2])[CH3:3]. The yield is 0.400.